Dataset: Reaction yield outcomes from USPTO patents with 853,638 reactions. Task: Predict the reaction yield, written as a fraction of the theoretical maximum amount of product (1.0 means a 100% yield; for example, 0.34 means a 34% yield). (1) The reactants are Cl[C:2]([O:4][CH2:5][C:6]1[CH:11]=[CH:10][CH:9]=[CH:8][CH:7]=1)=[O:3].[NH2:12][CH2:13][C@H:14]1[CH2:19][CH2:18][C@H:17]([C:20]([OH:22])=[O:21])[CH2:16][CH2:15]1.[OH-].[Na+].Cl. The catalyst is O1CCOCC1. The product is [CH2:5]([O:4][C:2]([NH:12][CH2:13][C@H:14]1[CH2:15][CH2:16][C@H:17]([C:20]([OH:22])=[O:21])[CH2:18][CH2:19]1)=[O:3])[C:6]1[CH:11]=[CH:10][CH:9]=[CH:8][CH:7]=1. The yield is 0.430. (2) The reactants are [CH2:1]1[O:9][C:8]2[CH:7]=[CH:6][C:5]([CH2:10][C:11](O)=O)=[CH:4][C:3]=2[O:2]1.B.C1C[O:18]CC1. The catalyst is C1COCC1. The product is [CH2:1]1[O:9][C:8]2[CH:7]=[CH:6][C:5]([CH:10]([OH:18])[CH3:11])=[CH:4][C:3]=2[O:2]1. The yield is 0.980. (3) The reactants are [Cl:1][C:2]1[CH:3]=[N:4][N:5]([CH3:35])[C:6]=1[C:7]1[CH:21]=[C:20]([NH:22][C:23](=[O:34])[C:24]2[CH:29]=[CH:28][CH:27]=[C:26]([C:30]([F:33])([F:32])[F:31])[CH:25]=2)[CH:19]=[CH:18][C:8]=1[O:9][CH2:10][C:11]([O:13]C(C)(C)C)=[O:12].O.FC(F)(F)C(O)=O. The catalyst is C(Cl)Cl. The product is [Cl:1][C:2]1[CH:3]=[N:4][N:5]([CH3:35])[C:6]=1[C:7]1[CH:21]=[C:20]([NH:22][C:23](=[O:34])[C:24]2[CH:29]=[CH:28][CH:27]=[C:26]([C:30]([F:32])([F:33])[F:31])[CH:25]=2)[CH:19]=[CH:18][C:8]=1[O:9][CH2:10][C:11]([OH:13])=[O:12]. The yield is 0.708. (4) The reactants are [NH2:1][C:2]1[N:3]=[CH:4][C:5]2[CH:11]=[C:10]([C:12]3[CH:17]=[CH:16][C:15]([F:18])=[C:14]([N+:19]([O-])=O)[CH:13]=3)[C:9](=[O:22])[N:8]([CH:23]([CH3:25])[CH3:24])[C:6]=2[N:7]=1. The catalyst is CCOC(C)=O.CO.[Pd]. The product is [NH2:1][C:2]1[N:3]=[CH:4][C:5]2[CH:11]=[C:10]([C:12]3[CH:17]=[CH:16][C:15]([F:18])=[C:14]([NH2:19])[CH:13]=3)[C:9](=[O:22])[N:8]([CH:23]([CH3:25])[CH3:24])[C:6]=2[N:7]=1. The yield is 0.720. (5) The reactants are [H-].[Na+].F[C:4]1[CH:9]=[C:8]([N+:10]([O-:12])=[O:11])[CH:7]=[CH:6][C:5]=1[N:13]1[C:17]([CH3:18])=[N:16][CH:15]=[N:14]1.[CH2:19]([OH:22])[CH:20]=[CH2:21]. The catalyst is CN(C=O)C. The product is [CH2:19]([O:22][C:4]1[CH:9]=[C:8]([N+:10]([O-:12])=[O:11])[CH:7]=[CH:6][C:5]=1[N:13]1[C:17]([CH3:18])=[N:16][CH:15]=[N:14]1)[CH:20]=[CH2:21]. The yield is 0.510. (6) The reactants are [Br:1][C:2]1[CH:3]=[CH:4][C:5]2[O:10][CH2:9][C:8]([C:11]3[CH:16]=[CH:15][CH:14]=[CH:13][CH:12]=3)=[N:7][C:6]=2[C:17]=1[O:18][C:19]1[CH:24]=[CH:23][CH:22]=[CH:21][CH:20]=1.[BH4-].[Na+]. The catalyst is C(O)C.O.C(OCC)(=O)C. The product is [Br:1][C:2]1[CH:3]=[CH:4][C:5]2[O:10][CH2:9][CH:8]([C:11]3[CH:12]=[CH:13][CH:14]=[CH:15][CH:16]=3)[NH:7][C:6]=2[C:17]=1[O:18][C:19]1[CH:20]=[CH:21][CH:22]=[CH:23][CH:24]=1. The yield is 0.970. (7) The reactants are [N+:1]([C:4]1[CH:5]=[C:6]([C:9]([O:11][CH2:12][CH3:13])=[O:10])[NH:7][CH:8]=1)([O-:3])=[O:2].[H-].[Na+].[CH2:16](Br)[C:17]1[CH:22]=[CH:21][CH:20]=[CH:19][CH:18]=1.O. The catalyst is CN(C)C=O. The product is [CH2:16]([N:7]1[CH:8]=[C:4]([N+:1]([O-:3])=[O:2])[CH:5]=[C:6]1[C:9]([O:11][CH2:12][CH3:13])=[O:10])[C:17]1[CH:22]=[CH:21][CH:20]=[CH:19][CH:18]=1. The yield is 0.970.